This data is from Choline transporter screen with 302,306 compounds. The task is: Binary Classification. Given a drug SMILES string, predict its activity (active/inactive) in a high-throughput screening assay against a specified biological target. (1) The result is 0 (inactive). The compound is S(CC(=O)Nc1nn(nc1C(=O)N)c1ccccc1)c1n(nnn1)C. (2) The molecule is O=C(Nc1nn(c2ccccc2)c(n1)N)CCc1ccccc1. The result is 0 (inactive). (3) The drug is O=C(N1CCCC1)CNC(=O)COc1ccccc1. The result is 0 (inactive). (4) The result is 0 (inactive). The drug is Clc1nc2c(cc1C1N(S(=O)(=O)C)N=C(C1)c1occc1)cc(OCC)cc2.